Predict the reactants needed to synthesize the given product. From a dataset of Full USPTO retrosynthesis dataset with 1.9M reactions from patents (1976-2016). (1) The reactants are: O.O.[Sn](Cl)(Cl)(Cl)Cl.[Br:8][C:9]1[CH:10]=[CH:11][C:12]2[N:13]([CH:15]=[C:16]([C:18]3[CH:23]=[CH:22][C:21]([N+:24]([O-])=O)=[CH:20][CH:19]=3)[N:17]=2)[CH:14]=1. Given the product [Br:8][C:9]1[CH:10]=[CH:11][C:12]2[N:13]([CH:15]=[C:16]([C:18]3[CH:23]=[CH:22][C:21]([NH2:24])=[CH:20][CH:19]=3)[N:17]=2)[CH:14]=1, predict the reactants needed to synthesize it. (2) The reactants are: [H-].[Na+].[CH2:3]([OH:8])[C:4]#[C:5][CH2:6][CH3:7].Cl[C:10]1[CH:15]=[C:14]([O:16][CH2:17][C:18]#[CH:19])[N:13]=[CH:12][N:11]=1.[Cl-].[NH4+]. Given the product [CH2:3]([O:8][C:10]1[CH:15]=[C:14]([O:16][CH2:17][C:18]#[CH:19])[N:13]=[CH:12][N:11]=1)[C:4]#[C:5][CH2:6][CH3:7], predict the reactants needed to synthesize it. (3) Given the product [OH:2][C:3]1[CH:18]=[CH:17][C:6]2[N:7]([CH2:10][C:11]3[CH:16]=[CH:15][CH:14]=[CH:13][CH:12]=3)[CH:8]=[N:9][C:5]=2[C:4]=1[C:19]([OH:21])=[O:20], predict the reactants needed to synthesize it. The reactants are: C[O:2][C:3]1[CH:18]=[CH:17][C:6]2[N:7]([CH2:10][C:11]3[CH:16]=[CH:15][CH:14]=[CH:13][CH:12]=3)[CH:8]=[N:9][C:5]=2[C:4]=1[C:19]([O:21]C)=[O:20]. (4) Given the product [CH3:1][S:2][C:5]1[CH:10]=[C:9]([C:11]2[CH:16]=[CH:15][CH:14]=[CH:13][CH:12]=2)[N:8]=[CH:7][N:6]=1, predict the reactants needed to synthesize it. The reactants are: [CH3:1][S-:2].[Na+].Cl[C:5]1[CH:10]=[C:9]([C:11]2[CH:16]=[CH:15][CH:14]=[CH:13][CH:12]=2)[N:8]=[CH:7][N:6]=1.O. (5) Given the product [CH:1]([O:14][C:15]([C:17]1[N:18]2[CH:21]([S:22][CH2:23][C:24]=1[CH:25]=[O:26])[CH:20]([NH:27][C:28](=[O:57])[C:29]([C:51]1[N:55]=[C:54]([NH2:56])[S:53][N:52]=1)=[N:30][O:31][C:32]([C:39]1[CH:40]=[CH:41][CH:42]=[CH:43][CH:44]=1)([C:33]1[CH:34]=[CH:35][CH:36]=[CH:37][CH:38]=1)[C:45]1[CH:50]=[CH:49][CH:48]=[CH:47][CH:46]=1)[C:19]2=[O:58])=[O:16])([C:8]1[CH:9]=[CH:10][CH:11]=[CH:12][CH:13]=1)[C:2]1[CH:3]=[CH:4][CH:5]=[CH:6][CH:7]=1, predict the reactants needed to synthesize it. The reactants are: [CH:1]([O:14][C:15]([C:17]1[N:18]2[CH:21]([S:22][CH2:23][C:24]=1[CH2:25][OH:26])[CH:20]([NH:27][C:28](=[O:57])[C:29]([C:51]1[N:55]=[C:54]([NH2:56])[S:53][N:52]=1)=[N:30][O:31][C:32]([C:45]1[CH:50]=[CH:49][CH:48]=[CH:47][CH:46]=1)([C:39]1[CH:44]=[CH:43][CH:42]=[CH:41][CH:40]=1)[C:33]1[CH:38]=[CH:37][CH:36]=[CH:35][CH:34]=1)[C:19]2=[O:58])=[O:16])([C:8]1[CH:13]=[CH:12][CH:11]=[CH:10][CH:9]=1)[C:2]1[CH:7]=[CH:6][CH:5]=[CH:4][CH:3]=1.C(OCC)(=O)C.CCCCCC. (6) Given the product [F:17][C:4]1[CH:3]=[C:2]([CH2:18][CH:19]([CH3:21])[CH3:20])[C:10]2[N:9]3[CH2:11][CH2:12][CH2:13][NH:14][C:15](=[O:16])[C:8]3=[CH:7][C:6]=2[CH:5]=1, predict the reactants needed to synthesize it. The reactants are: Br[C:2]1[C:10]2[N:9]3[CH2:11][CH2:12][CH2:13][NH:14][C:15](=[O:16])[C:8]3=[CH:7][C:6]=2[CH:5]=[C:4]([F:17])[CH:3]=1.[CH2:18](B(O)O)[CH:19]([CH3:21])[CH3:20]. (7) Given the product [F:1][C:2]([F:36])([F:35])[C:3]1[CH:4]=[C:5]([C@H:13]2[O:17][C:16](=[O:18])[N:15]([CH2:19][C:20]3[C:25]([NH:26][CH:27]4[CH2:32][CH2:31][CH2:30][CH2:29][CH2:28]4)=[N:24][CH:23]=[C:22]([C:42]4[C:38]([CH3:37])=[N:39][O:40][C:41]=4[CH3:52])[N:21]=3)[C@H:14]2[CH3:34])[CH:6]=[C:7]([C:9]([F:12])([F:11])[F:10])[CH:8]=1, predict the reactants needed to synthesize it. The reactants are: [F:1][C:2]([F:36])([F:35])[C:3]1[CH:4]=[C:5]([C@@H:13]2[O:17][C:16](=[O:18])[N:15]([CH2:19][C:20]3[C:25]([NH:26][CH:27]4[CH2:32][CH2:31][CH2:30][CH2:29][CH2:28]4)=[N:24][CH:23]=[C:22](Br)[N:21]=3)[C@H:14]2[CH3:34])[CH:6]=[C:7]([C:9]([F:12])([F:11])[F:10])[CH:8]=1.[CH3:37][C:38]1[C:42](B2OC(C)(C)C(C)(C)O2)=[C:41]([CH3:52])[O:40][N:39]=1.